This data is from Full USPTO retrosynthesis dataset with 1.9M reactions from patents (1976-2016). The task is: Predict the reactants needed to synthesize the given product. (1) Given the product [Cl:21][C:22]1[N:26]([C:2]2[N:7]=[CH:6][N:5]=[C:4]([NH:8][C:9]3[CH:14]=[C:13]([O:15][CH3:16])[C:12]([O:17][CH3:18])=[C:11]([O:19][CH3:20])[CH:10]=3)[N:3]=2)[C:25]2[CH:27]=[CH:28][CH:29]=[CH:30][C:24]=2[N:23]=1, predict the reactants needed to synthesize it. The reactants are: Cl[C:2]1[N:7]=[CH:6][N:5]=[C:4]([NH:8][C:9]2[CH:14]=[C:13]([O:15][CH3:16])[C:12]([O:17][CH3:18])=[C:11]([O:19][CH3:20])[CH:10]=2)[N:3]=1.[Cl:21][C:22]1[NH:23][C:24]2[CH:30]=[CH:29][CH:28]=[CH:27][C:25]=2[N:26]=1.C([O-])([O-])=O.[K+].[K+]. (2) Given the product [CH:17]([O:16][C:13]1[CH:14]=[C:15]2[C:10]([CH2:9][CH2:8][N:7]3[CH:1]=[N:3][CH:4]=[C:5]32)=[CH:11][C:12]=1[O:20][CH3:21])([CH3:19])[CH3:18], predict the reactants needed to synthesize it. The reactants are: [CH:1]([NH:3][CH2:4][C:5]([NH:7][CH2:8][CH2:9][C:10]1[CH:15]=[CH:14][C:13]([O:16][CH:17]([CH3:19])[CH3:18])=[C:12]([O:20][CH3:21])[CH:11]=1)=O)=O.O=P(Cl)(Cl)Cl. (3) Given the product [C:19]1([CH3:20])[CH:23]=[CH:24][CH:16]=[CH:17][C:18]=1[C@H:8]1[CH2:9][CH2:10][CH:11]=[CH:6]1, predict the reactants needed to synthesize it. The reactants are: C(O)CO.Cl[C:6]1[CH:11]=[CH:10][CH:9]=[CH:8]C=1C.[N+]([C:16]1[CH:24]=[CH:23][C:19]([C:20](O)=O)=[CH:18][CH:17]=1)([O-])=O.C1CCCC=1. (4) Given the product [CH3:1][O:2][C:3]([C:5]1[C:9]2[N:10]=[CH:11][N:12]([CH2:15][O:16][CH2:17][CH2:18][Si:19]([CH3:20])([CH3:21])[CH3:22])[C:13](=[O:14])[C:8]=2[N:7]([CH2:23][O:24][CH2:25][CH2:26][Si:27]([CH3:29])([CH3:28])[CH3:30])[C:6]=1[Cl:31])=[O:4], predict the reactants needed to synthesize it. The reactants are: [CH3:1][O:2][C:3]([C:5]1[C:9]2[N:10]=[CH:11][N:12]([CH2:15][O:16][CH2:17][CH2:18][Si:19]([CH3:22])([CH3:21])[CH3:20])[C:13](=[O:14])[C:8]=2[N:7]([CH2:23][O:24][CH2:25][CH2:26][Si:27]([CH3:30])([CH3:29])[CH3:28])[CH:6]=1)=[O:4].[Cl:31]N1C(=O)CCC1=O. (5) Given the product [Cl:25][C:26]1[CH:31]=[C:30]([NH:32][C:33]([N:17]2[CH2:18][CH2:19][N:14]([CH2:13][CH2:12][C:11]([CH3:23])([CH3:22])[C:10]([N:8]3[CH2:7][CH2:6][C:3]4([CH2:5][CH2:4]4)[C@H:2]([OH:1])[CH2:9]3)=[O:24])[C:15](=[O:21])[C@@H:16]2[CH3:20])=[O:34])[CH:29]=[CH:28][C:27]=1[O:35][C:36]([F:39])([F:38])[F:37], predict the reactants needed to synthesize it. The reactants are: [OH:1][C@@H:2]1[CH2:9][N:8]([C:10](=[O:24])[C:11]([CH3:23])([CH3:22])[CH2:12][CH2:13][N:14]2[CH2:19][CH2:18][NH:17][C@@H:16]([CH3:20])[C:15]2=[O:21])[CH2:7][CH2:6][C:3]21[CH2:5][CH2:4]2.[Cl:25][C:26]1[CH:31]=[C:30]([N:32]=[C:33]=[O:34])[CH:29]=[CH:28][C:27]=1[O:35][C:36]([F:39])([F:38])[F:37]. (6) The reactants are: [CH3:1][CH:2]([C:4]1([CH3:19])[N:9]=[C:8]([C:10]2[N:15]=[CH:14][CH:13]=[CH:12][C:11]=2[C:16]([OH:18])=[O:17])[NH:7][C:5]1=[O:6])[CH3:3].[OH-].[K+].Cl.[Cl-].[Zn+2:24].[Cl-]. Given the product [CH3:3][CH:2]([C:4]1([CH3:19])[N:9]=[C:8]([C:10]2[N:15]=[CH:14][CH:13]=[CH:12][C:11]=2[C:16]([OH:18])=[O:17])[NH:7][C:5]1=[O:6])[CH3:1].[Zn:24], predict the reactants needed to synthesize it. (7) Given the product [CH3:22][CH:20]1[O:21][CH:16]([CH3:15])[CH2:17][N:18]([C:2]2[N:7]=[N:6][C:5]([NH2:8])=[N:4][C:3]=2[C:9]2[CH:14]=[CH:13][CH:12]=[CH:11][CH:10]=2)[CH2:19]1, predict the reactants needed to synthesize it. The reactants are: Br[C:2]1[N:7]=[N:6][C:5]([NH2:8])=[N:4][C:3]=1[C:9]1[CH:14]=[CH:13][CH:12]=[CH:11][CH:10]=1.[CH3:15][CH:16]1[O:21][CH:20]([CH3:22])[CH2:19][NH:18][CH2:17]1.